From a dataset of Forward reaction prediction with 1.9M reactions from USPTO patents (1976-2016). Predict the product of the given reaction. The product is: [F:21][C:14]1[CH:13]=[C:12]2[C:17]([C:18](=[O:20])[CH:19]=[C:10]([C:8]([NH:7][CH:4]3[CH2:3][CH2:2][N:1]([CH:22]([C:25]4[CH:35]=[CH:34][C:28]5[N:29]([CH3:33])[C:30](=[O:32])[O:31][C:27]=5[CH:26]=4)[CH3:23])[CH2:6][CH2:5]3)=[O:9])[O:11]2)=[CH:16][CH:15]=1. Given the reactants [NH:1]1[CH2:6][CH2:5][CH:4]([NH:7][C:8]([C:10]2[O:11][C:12]3[C:17]([C:18](=[O:20])[CH:19]=2)=[CH:16][CH:15]=[C:14]([F:21])[CH:13]=3)=[O:9])[CH2:3][CH2:2]1.[C:22]([C:25]1[CH:35]=[CH:34][C:28]2[N:29]([CH3:33])[C:30](=[O:32])[O:31][C:27]=2[CH:26]=1)(=O)[CH3:23].CCO.[BH-](OC(C)=O)(OC(C)=O)OC(C)=O.[Na+], predict the reaction product.